This data is from Reaction yield outcomes from USPTO patents with 853,638 reactions. The task is: Predict the reaction yield, written as a fraction of the theoretical maximum amount of product (1.0 means a 100% yield; for example, 0.34 means a 34% yield). The reactants are [Br:1][C:2]1[CH:7]=[CH:6][C:5]([OH:8])=[CH:4][C:3]=1[F:9].[H-].[Na+].I[CH3:13]. The catalyst is C1COCC1. The product is [Br:1][C:2]1[CH:7]=[CH:6][C:5]([O:8][CH3:13])=[CH:4][C:3]=1[F:9]. The yield is 0.960.